This data is from Reaction yield outcomes from USPTO patents with 853,638 reactions. The task is: Predict the reaction yield, written as a fraction of the theoretical maximum amount of product (1.0 means a 100% yield; for example, 0.34 means a 34% yield). (1) The reactants are [NH:1]1[CH2:6][CH2:5][O:4][CH2:3][CH2:2]1.C([O-])([O-])=O.[Na+].[Na+].S(O[CH2:18][CH2:19][CH:20]1[CH2:25][CH2:24][N:23]([C:26]([O:28][C:29]([CH3:32])([CH3:31])[CH3:30])=[O:27])[CH2:22][CH2:21]1)(=O)(=O)C. The catalyst is CC(=O)CC. The product is [C:29]([O:28][C:26]([N:23]1[CH2:24][CH2:25][CH:20]([CH2:19][CH2:18][N:1]2[CH2:6][CH2:5][O:4][CH2:3][CH2:2]2)[CH2:21][CH2:22]1)=[O:27])([CH3:32])([CH3:31])[CH3:30]. The yield is 0.670. (2) The reactants are [ClH:1].[CH3:2][C:3]1[CH:8]=[C:7]([C:9]2[N:13](C3CCCCO3)[CH:12]=[N:11][N:10]=2)[CH:6]=[CH:5][C:4]=1[C:20]1[N:25]=[C:24]2[NH:26][C:27](=[O:30])[CH2:28][NH:29][C:23]2=[N:22][CH:21]=1. The catalyst is C(O)C. The product is [ClH:1].[CH3:2][C:3]1[CH:8]=[C:7]([C:9]2[NH:13][CH:12]=[N:11][N:10]=2)[CH:6]=[CH:5][C:4]=1[C:20]1[N:25]=[C:24]2[NH:26][C:27](=[O:30])[CH2:28][NH:29][C:23]2=[N:22][CH:21]=1. The yield is 0.940.